From a dataset of Forward reaction prediction with 1.9M reactions from USPTO patents (1976-2016). Predict the product of the given reaction. (1) Given the reactants [O:1]1[C:9]2[C:4](=[N:5][CH:6]=[CH:7][CH:8]=2)[NH:3][C:2]1=[O:10].[H-].[Na+].F[C:14]1[CH:19]=[CH:18][C:17]([N+:20]([O-:22])=[O:21])=[CH:16][CH:15]=1, predict the reaction product. The product is: [N+:20]([C:17]1[CH:18]=[CH:19][C:14]([N:3]2[C:4]3=[N:5][CH:6]=[CH:7][CH:8]=[C:9]3[O:1][C:2]2=[O:10])=[CH:15][CH:16]=1)([O-:22])=[O:21]. (2) Given the reactants CO[C:3](=[O:19])[CH2:4][CH:5]1[CH2:9][CH2:8][N:7]([CH2:10][CH2:11][C:12]2[CH:17]=[CH:16][CH:15]=[CH:14]C=2)[C:6]1=[O:18].[NH2:20][O:21][K].C(O)(=O)C, predict the reaction product. The product is: [CH2:10]([N:7]1[CH2:8][CH2:9][CH:5]([CH2:4][C:3]([NH:20][OH:21])=[O:19])[C:6]1=[O:18])[C:11]1[CH:12]=[CH:17][CH:16]=[CH:15][CH:14]=1. (3) The product is: [NH2:9][C:6]1[CH:7]=[CH:8][C:3]([N:2]([CH3:16])[CH3:1])=[CH:4][C:5]=1[N+:13]([O-:15])=[O:14]. Given the reactants [CH3:1][N:2]([CH3:16])[C:3]1[CH:8]=[CH:7][C:6]([NH:9]C(=O)C)=[C:5]([N+:13]([O-:15])=[O:14])[CH:4]=1.O.[OH-].[K+], predict the reaction product.